From a dataset of Full USPTO retrosynthesis dataset with 1.9M reactions from patents (1976-2016). Predict the reactants needed to synthesize the given product. (1) Given the product [CH:1]1([CH2:6][CH:7]([C:16]2[CH:21]=[CH:20][C:19]([S:22][CH2:26][C:27]([OH:29])=[O:28])=[N:18][CH:17]=2)[C:8](=[O:9])[NH:10][C:11]2[S:12][CH:13]=[CH:14][N:15]=2)[CH2:5][CH2:4][CH2:3][CH2:2]1, predict the reactants needed to synthesize it. The reactants are: [CH:1]1([CH2:6][CH:7]([C:16]2[CH:17]=[N:18][C:19]([SH:22])=[CH:20][CH:21]=2)[C:8]([NH:10][C:11]2[S:12][CH:13]=[CH:14][N:15]=2)=[O:9])[CH2:5][CH2:4][CH2:3][CH2:2]1.[H-].[Na+].Cl[CH2:26][C:27]([OH:29])=[O:28]. (2) The reactants are: [C:1]1([Mg]Br)[CH:6]=[CH:5][CH:4]=[CH:3][CH:2]=1.[CH2:9]([CH:11]1[O:13][CH2:12]1)[Br:10].O.CC(C)=O.OS(O)(=O)=O.O=[Cr](=O)=O. Given the product [Br:10][CH2:9][C:11]([CH2:12][C:1]1[CH:6]=[CH:5][CH:4]=[CH:3][CH:2]=1)=[O:13], predict the reactants needed to synthesize it. (3) Given the product [CH3:23][O:24][C:25]1[CH:26]=[C:27]([CH2:32][CH:33]=[O:34])[CH:28]=[C:29]([CH3:31])[CH:30]=1, predict the reactants needed to synthesize it. The reactants are: CC(OI1(OC(C)=O)(OC(C)=O)OC(=O)C2C=CC=CC1=2)=O.[CH3:23][O:24][C:25]1[CH:26]=[C:27]([CH2:32][CH2:33][OH:34])[CH:28]=[C:29]([CH3:31])[CH:30]=1. (4) Given the product [F:11][C:12]1[CH:17]=[CH:16][C:15]([C:2]2[N:7]=[C:6]([NH2:8])[N:5]=[C:4]([NH:9][CH3:10])[CH:3]=2)=[C:14]([CH3:21])[C:13]=1[CH3:22], predict the reactants needed to synthesize it. The reactants are: Cl[C:2]1[N:7]=[C:6]([NH2:8])[N:5]=[C:4]([NH:9][CH3:10])[CH:3]=1.[F:11][C:12]1[CH:17]=[CH:16][C:15](B(O)O)=[C:14]([CH3:21])[C:13]=1[CH3:22].C(=O)([O-])[O-].[K+].[K+]. (5) Given the product [F:6][C:5]([F:7])([F:8])[C:4]([C:9]1[CH:10]=[CH:11][C:12]([N+:15]([O-:17])=[O:16])=[CH:13][CH:14]=1)=[O:3], predict the reactants needed to synthesize it. The reactants are: C[Si](C)(C)[O:3][C:4](OC)([C:9]1[CH:14]=[CH:13][C:12]([N+:15]([O-:17])=[O:16])=[CH:11][CH:10]=1)[C:5]([F:8])([F:7])[F:6].Cl.O.[Cl-].[Na+]. (6) Given the product [C:76]([O:55][C:52](=[O:53])[NH:16][C:11]1[CH:12]=[N:13][CH:14]=[CH:15][C:10]=1[C:42]1[CH:43]=[CH:44][CH:45]=[CH:46][C:41]=1[O:40][C:39]([F:51])([F:50])[F:38])([CH3:75])([CH3:71])[CH3:77], predict the reactants needed to synthesize it. The reactants are: FC1C=CC=C(OC)C=1[C:10]1[CH:15]=[CH:14][N:13]=[CH:12][C:11]=1[N:16](CC(F)(F)F)C(=O)C1C=C(C(F)(F)F)C=C(S(C)(=O)=O)C=1.[F:38][C:39]([F:51])([F:50])[O:40][C:41]1[CH:46]=[CH:45][CH:44]=[CH:43][C:42]=1B(O)O.[C:52]([O-:55])([O-])=[O:53].[Na+].[Na+].C1(P([C:71]2[CH:76]=[CH:75]C=CC=2)C2C=CC=CC=2)C=CC=CC=1.[C:77]([O-])(O)=O.[Na+]. (7) Given the product [CH3:1][C:2]([CH3:31])([CH3:30])[CH2:3][NH:4][C:5]([C:7]1[CH:8]=[C:9]([C:26]([OH:28])=[O:27])[C:10]([C:13]2[CH:18]=[C:17]([C:19]([NH:21][CH2:22][CH2:23][OH:24])=[O:20])[CH:16]=[CH:15][C:14]=2[CH3:25])=[CH:11][CH:12]=1)=[O:6], predict the reactants needed to synthesize it. The reactants are: [CH3:1][C:2]([CH3:31])([CH3:30])[CH2:3][NH:4][C:5]([C:7]1[CH:8]=[C:9]([C:26]([O:28]C)=[O:27])[C:10]([C:13]2[CH:18]=[C:17]([C:19]([NH:21][CH2:22][CH2:23][OH:24])=[O:20])[CH:16]=[CH:15][C:14]=2[CH3:25])=[CH:11][CH:12]=1)=[O:6].[OH-].N.C(O)(=O)C. (8) Given the product [NH:11]1[C:12]2[C:17](=[CH:16][CH:15]=[CH:14][CH:13]=2)[C:8](=[O:3])[C:9]1=[O:10], predict the reactants needed to synthesize it. The reactants are: CS(O)(=O)=[O:3].N(=[CH:8][C:9]([NH:11][C:12]1[CH:17]=[CH:16][CH:15]=[CH:14][CH:13]=1)=[O:10])O. (9) Given the product [F:1][C:2]1[CH:3]=[C:4]([N+:13]([O-:15])=[O:14])[CH:5]=[C:6]2[C:11]=1[NH:10][CH2:9][CH2:8][CH2:7]2, predict the reactants needed to synthesize it. The reactants are: [F:1][C:2]1[CH:3]=[C:4]([N+:13]([O-:15])=[O:14])[CH:5]=[C:6]2[C:11]=1[NH:10][C:9](=O)[CH2:8][CH2:7]2. (10) Given the product [CH3:1][CH:2]1[CH2:7][CH2:6][CH2:5][CH2:4][CH:3]1[N:8]([CH2:22][C:23]1[CH:31]=[CH:30][C:26]([C:27]([OH:29])=[O:28])=[CH:25][CH:24]=1)[S:9]([C:12]1[CH:13]=[N:14][C:15]([C:18]([F:20])([F:21])[F:19])=[CH:16][CH:17]=1)(=[O:11])=[O:10], predict the reactants needed to synthesize it. The reactants are: [CH3:1][CH:2]1[CH2:7][CH2:6][CH2:5][CH2:4][CH:3]1[N:8]([CH2:22][C:23]1[CH:31]=[CH:30][C:26]([C:27]([O-:29])=[O:28])=[CH:25][CH:24]=1)[S:9]([C:12]1[CH:13]=[N:14][C:15]([C:18]([F:21])([F:20])[F:19])=[CH:16][CH:17]=1)(=[O:11])=[O:10].O.[OH-].[Li+].O.